Dataset: Forward reaction prediction with 1.9M reactions from USPTO patents (1976-2016). Task: Predict the product of the given reaction. (1) Given the reactants [Br:1][C:2]1[CH:3]=[C:4]2[C:8](=[CH:9][CH:10]=1)[C:7](=[O:11])[N:6](C(OC(C)(C)C)=O)[CH2:5]2.CC([O-])=O.[K+].CC1(C)C(C)(C)OB(B2OC(C)(C)C(C)(C)O2)O1, predict the reaction product. The product is: [Br:1][C:2]1[CH:3]=[C:4]2[C:8](=[CH:9][CH:10]=1)[C:7](=[O:11])[NH:6][CH2:5]2. (2) Given the reactants Cl[C:2]1[N:11]=[C:10]([NH:12][CH2:13][C:14]([C:22]2[CH:27]=[CH:26][CH:25]=[CH:24][CH:23]=2)([C:16]2[CH:21]=[CH:20][CH:19]=[CH:18][CH:17]=2)[CH3:15])[C:9]2[C:4](=[CH:5][CH:6]=[CH:7][CH:8]=2)[N:3]=1.[CH3:28][C:29]1[C:34](B(O)O)=[CH:33][N:32]2[CH:38]=[CH:39][N:40]=[C:31]2[CH:30]=1.C(NC1C2C(=CC=CC=2)N=C(C2SC3C=CC=CC=3C=2)N=1)(C1C=CC=CC=1)C1C=CC=CC=1, predict the reaction product. The product is: [C:16]1([C:14]([C:22]2[CH:27]=[CH:26][CH:25]=[CH:24][CH:23]=2)([CH3:15])[CH2:13][NH:12][C:10]2[C:9]3[C:4](=[CH:5][CH:6]=[CH:7][CH:8]=3)[N:3]=[C:2]([C:34]3[C:29]([CH3:28])=[CH:30][C:31]4[N:32]([CH:38]=[CH:39][N:40]=4)[CH:33]=3)[N:11]=2)[CH:21]=[CH:20][CH:19]=[CH:18][CH:17]=1.